From a dataset of Reaction yield outcomes from USPTO patents with 853,638 reactions. Predict the reaction yield, written as a fraction of the theoretical maximum amount of product (1.0 means a 100% yield; for example, 0.34 means a 34% yield). (1) The reactants are S(Cl)(Cl)=O.[Cl:5][C:6]1[CH:11]=[CH:10][C:9]([CH2:12][C:13]([OH:15])=[O:14])=[C:8]([F:16])[CH:7]=1.[CH3:17]O. No catalyst specified. The product is [CH3:17][O:14][C:13](=[O:15])[CH2:12][C:9]1[CH:10]=[CH:11][C:6]([Cl:5])=[CH:7][C:8]=1[F:16]. The yield is 0.960. (2) The reactants are F[C:2]1[CH:7]=[CH:6][C:5]([C:8]23[CH2:17][CH:12]4[CH2:13][CH:14]([CH2:16][C:10]([C:18]([OH:20])=[O:19])([CH2:11]4)[CH2:9]2)[CH2:15]3)=[CH:4][CH:3]=1.ClC1C=CC(C23CC4CC(CC(C(O)=O)(C4)C2)C3)=CC=1.C12(C(=O)C)CC3CC(CC(C3)C1)C2.C1(C23CC4CC(CC(C(=O)C)(C4)C2)C3)C=CC=CC=1.FC1C=CC(C23CC4CC(CC(C(=O)C)(C4)C2)C3)=CC=1.ClC1C=CC(C23CC4CC(CC(C(=O)C)(C4)C2)C3)=CC=1.COC(=O)C(C(C12CC3CC(CC(C3)C1)C2)=O)C(OC)=O.COC(=O)C(C(C12CC3CC(CC(C4C=CC(Cl)=CC=4)(C3)C1)C2)=O)C(OC)=O.ClC1C=CC(C23CC4CC(CC(C(=O)C=CC5C=CC(C#N)=CC=5)(C4)C2)C3)=CC=1. No catalyst specified. The product is [C:5]1([C:8]23[CH2:17][CH:12]4[CH2:13][CH:14]([CH2:16][C:10]([C:18]([OH:20])=[O:19])([CH2:11]4)[CH2:9]2)[CH2:15]3)[CH:4]=[CH:3][CH:2]=[CH:7][CH:6]=1. The yield is 0.790. (3) The reactants are [CH:1]1([C:4]2([F:25])[CH2:7][N:6]([C:8]3[N:13]=[C:12]([S:14]([CH3:17])(=O)=O)[N:11]=[C:10]([NH:18][C:19]4[NH:23][N:22]=[C:21]([CH3:24])[CH:20]=4)[CH:9]=3)[CH2:5]2)[CH2:3][CH2:2]1.[F:26][C:27]([F:40])([F:39])[CH2:28][C:29]([NH:31][C:32]1[CH:37]=[CH:36]C(S)=[CH:34][CH:33]=1)=[O:30]. The catalyst is CC#N. The product is [CH3:24][C:21]1[CH:20]=[C:19]([NH:18][C:10]2[CH:9]=[C:8]([N:6]3[CH2:7][C:4]([CH:1]4[CH2:3][CH2:2]4)([F:25])[CH2:5]3)[N:13]=[C:12]([S:14][C:17]3[CH:34]=[CH:33][C:32]([NH:31][C:29](=[O:30])[CH2:28][C:27]([F:40])([F:26])[F:39])=[CH:37][CH:36]=3)[N:11]=2)[NH:23][N:22]=1. The yield is 0.720.